This data is from NCI-60 drug combinations with 297,098 pairs across 59 cell lines. The task is: Regression. Given two drug SMILES strings and cell line genomic features, predict the synergy score measuring deviation from expected non-interaction effect. (1) Synergy scores: CSS=29.3, Synergy_ZIP=10.4, Synergy_Bliss=7.07, Synergy_Loewe=5.03, Synergy_HSA=5.90. Cell line: MOLT-4. Drug 1: C1=C(C(=O)NC(=O)N1)F. Drug 2: CC12CCC3C(C1CCC2O)C(CC4=C3C=CC(=C4)O)CCCCCCCCCS(=O)CCCC(C(F)(F)F)(F)F. (2) Drug 1: CC1C(C(CC(O1)OC2CC(CC3=C2C(=C4C(=C3O)C(=O)C5=C(C4=O)C(=CC=C5)OC)O)(C(=O)C)O)N)O.Cl. Drug 2: C1C(C(OC1N2C=NC3=C2NC=NCC3O)CO)O. Cell line: OVCAR-4. Synergy scores: CSS=5.68, Synergy_ZIP=-3.26, Synergy_Bliss=-0.967, Synergy_Loewe=0.453, Synergy_HSA=0.198. (3) Drug 1: C1C(C(OC1N2C=NC3=C(N=C(N=C32)Cl)N)CO)O. Drug 2: CN(C(=O)NC(C=O)C(C(C(CO)O)O)O)N=O. Cell line: TK-10. Synergy scores: CSS=14.2, Synergy_ZIP=-4.36, Synergy_Bliss=-2.39, Synergy_Loewe=-19.5, Synergy_HSA=-3.13. (4) Cell line: NCIH23. Synergy scores: CSS=29.9, Synergy_ZIP=-3.81, Synergy_Bliss=3.19, Synergy_Loewe=-4.33, Synergy_HSA=5.65. Drug 1: C1CCC(C1)C(CC#N)N2C=C(C=N2)C3=C4C=CNC4=NC=N3. Drug 2: CC1=C(C(=CC=C1)Cl)NC(=O)C2=CN=C(S2)NC3=CC(=NC(=N3)C)N4CCN(CC4)CCO. (5) Drug 1: CCCS(=O)(=O)NC1=C(C(=C(C=C1)F)C(=O)C2=CNC3=C2C=C(C=N3)C4=CC=C(C=C4)Cl)F. Drug 2: C1CNP(=O)(OC1)N(CCCl)CCCl. Cell line: SF-539. Synergy scores: CSS=4.04, Synergy_ZIP=1.92, Synergy_Bliss=8.50, Synergy_Loewe=-0.291, Synergy_HSA=1.56. (6) Drug 1: CC1=C2C(C(=O)C3(C(CC4C(C3C(C(C2(C)C)(CC1OC(=O)C(C(C5=CC=CC=C5)NC(=O)OC(C)(C)C)O)O)OC(=O)C6=CC=CC=C6)(CO4)OC(=O)C)OC)C)OC. Drug 2: CC1=C(C(CCC1)(C)C)C=CC(=CC=CC(=CC(=O)O)C)C. Cell line: 786-0. Synergy scores: CSS=66.4, Synergy_ZIP=17.3, Synergy_Bliss=17.1, Synergy_Loewe=-8.76, Synergy_HSA=16.8. (7) Drug 1: C1=NC2=C(N1)C(=S)N=C(N2)N. Drug 2: CC1=C(C=C(C=C1)C(=O)NC2=CC(=CC(=C2)C(F)(F)F)N3C=C(N=C3)C)NC4=NC=CC(=N4)C5=CN=CC=C5. Cell line: SK-OV-3. Synergy scores: CSS=43.4, Synergy_ZIP=0.849, Synergy_Bliss=2.87, Synergy_Loewe=0.840, Synergy_HSA=2.68. (8) Drug 2: COC1=C2C(=CC3=C1OC=C3)C=CC(=O)O2. Cell line: DU-145. Synergy scores: CSS=64.3, Synergy_ZIP=-3.81, Synergy_Bliss=-5.74, Synergy_Loewe=-29.4, Synergy_HSA=-4.62. Drug 1: C1CN1C2=NC(=NC(=N2)N3CC3)N4CC4.